Dataset: NCI-60 drug combinations with 297,098 pairs across 59 cell lines. Task: Regression. Given two drug SMILES strings and cell line genomic features, predict the synergy score measuring deviation from expected non-interaction effect. (1) Synergy scores: CSS=50.9, Synergy_ZIP=-1.49, Synergy_Bliss=-3.55, Synergy_Loewe=-25.3, Synergy_HSA=-4.76. Cell line: HCT116. Drug 2: CCCS(=O)(=O)NC1=C(C(=C(C=C1)F)C(=O)C2=CNC3=C2C=C(C=N3)C4=CC=C(C=C4)Cl)F. Drug 1: CC1OCC2C(O1)C(C(C(O2)OC3C4COC(=O)C4C(C5=CC6=C(C=C35)OCO6)C7=CC(=C(C(=C7)OC)O)OC)O)O. (2) Drug 1: CNC(=O)C1=CC=CC=C1SC2=CC3=C(C=C2)C(=NN3)C=CC4=CC=CC=N4. Drug 2: CC1=CC=C(C=C1)C2=CC(=NN2C3=CC=C(C=C3)S(=O)(=O)N)C(F)(F)F. Cell line: HCT116. Synergy scores: CSS=14.1, Synergy_ZIP=-5.38, Synergy_Bliss=-4.21, Synergy_Loewe=-3.21, Synergy_HSA=-2.28. (3) Drug 1: CC1C(C(CC(O1)OC2CC(CC3=C2C(=C4C(=C3O)C(=O)C5=C(C4=O)C(=CC=C5)OC)O)(C(=O)C)O)N)O.Cl. Drug 2: CNC(=O)C1=NC=CC(=C1)OC2=CC=C(C=C2)NC(=O)NC3=CC(=C(C=C3)Cl)C(F)(F)F. Cell line: IGROV1. Synergy scores: CSS=40.7, Synergy_ZIP=-9.45, Synergy_Bliss=0.231, Synergy_Loewe=-16.1, Synergy_HSA=1.44. (4) Drug 1: CC1CCC2CC(C(=CC=CC=CC(CC(C(=O)C(C(C(=CC(C(=O)CC(OC(=O)C3CCCCN3C(=O)C(=O)C1(O2)O)C(C)CC4CCC(C(C4)OC)OCCO)C)C)O)OC)C)C)C)OC. Drug 2: COCCOC1=C(C=C2C(=C1)C(=NC=N2)NC3=CC=CC(=C3)C#C)OCCOC.Cl. Cell line: UACC-257. Synergy scores: CSS=-3.91, Synergy_ZIP=2.24, Synergy_Bliss=0.922, Synergy_Loewe=-0.571, Synergy_HSA=-1.97. (5) Drug 1: CS(=O)(=O)CCNCC1=CC=C(O1)C2=CC3=C(C=C2)N=CN=C3NC4=CC(=C(C=C4)OCC5=CC(=CC=C5)F)Cl. Drug 2: CC1(CCCN1)C2=NC3=C(C=CC=C3N2)C(=O)N. Cell line: SK-OV-3. Synergy scores: CSS=22.7, Synergy_ZIP=3.94, Synergy_Bliss=4.45, Synergy_Loewe=-7.42, Synergy_HSA=2.54. (6) Drug 1: C1CN1C2=NC(=NC(=N2)N3CC3)N4CC4. Drug 2: COCCOC1=C(C=C2C(=C1)C(=NC=N2)NC3=CC=CC(=C3)C#C)OCCOC.Cl. Cell line: HOP-62. Synergy scores: CSS=58.9, Synergy_ZIP=-3.72, Synergy_Bliss=-4.81, Synergy_Loewe=-1.85, Synergy_HSA=1.23. (7) Drug 1: C1C(C(OC1N2C=C(C(=O)NC2=O)F)CO)O. Drug 2: C1=CC=C(C(=C1)C(C2=CC=C(C=C2)Cl)C(Cl)Cl)Cl. Cell line: RXF 393. Synergy scores: CSS=5.84, Synergy_ZIP=-2.89, Synergy_Bliss=-1.76, Synergy_Loewe=-4.83, Synergy_HSA=-0.860.